Regression. Given a peptide amino acid sequence and an MHC pseudo amino acid sequence, predict their binding affinity value. This is MHC class II binding data. From a dataset of Peptide-MHC class II binding affinity with 134,281 pairs from IEDB. (1) The peptide sequence is VFKVAATAANAAPAN. The MHC is DRB1_0802 with pseudo-sequence DRB1_0802. The binding affinity (normalized) is 0.542. (2) The peptide sequence is GFKAALAAAAGVPPADKYRT. The MHC is DRB1_0401 with pseudo-sequence DRB1_0401. The binding affinity (normalized) is 0.378. (3) The peptide sequence is CHFITKETPDRLTDQ. The MHC is H-2-IAb with pseudo-sequence H-2-IAb. The binding affinity (normalized) is 0. (4) The peptide sequence is DRDFIEGVHGGTWVS. The MHC is DRB1_0701 with pseudo-sequence DRB1_0701. The binding affinity (normalized) is 0.307.